Dataset: Forward reaction prediction with 1.9M reactions from USPTO patents (1976-2016). Task: Predict the product of the given reaction. (1) Given the reactants [NH2:1][C:2]1[CH:7]=[C:6]([C:8]([F:11])([F:10])[F:9])[CH:5]=[CH:4][C:3]=1[C:12]1[N:17]=[CH:16][N:15]=[C:14]([NH:18][C:19]2[CH:20]=[CH:21][C:22]([Cl:30])=[C:23]3[C:28]=2[CH2:27][CH:26]([OH:29])[CH2:25][CH2:24]3)[CH:13]=1.C(N(CC)C(C)C)(C)C.[C:40]([CH2:44][C:45](Cl)=[O:46])([CH3:43])([CH3:42])[CH3:41], predict the reaction product. The product is: [Cl:30][C:22]1[C:23]2[CH2:24][CH2:25][CH:26]([OH:29])[CH2:27][C:28]=2[C:19]([NH:18][C:14]2[N:15]=[CH:16][N:17]=[C:12]([C:3]3[CH:4]=[CH:5][C:6]([C:8]([F:10])([F:11])[F:9])=[CH:7][C:2]=3[NH:1][C:45](=[O:46])[CH2:44][C:40]([CH3:43])([CH3:42])[CH3:41])[CH:13]=2)=[CH:20][CH:21]=1. (2) Given the reactants C(O)(C(F)(F)F)=O.[C:8]([C:16]1[CH:21]=[CH:20][CH:19]=[CH:18][C:17]=1[NH:22][C:23]([C@@H:25]1[N:33]([C:34](=[O:53])[C@@H:35]([NH:39][C:40](=[O:52])[C@@H:41]([N:43](C)[C:44](=O)OC(C)(C)C)[CH3:42])[CH:36]([CH3:38])[CH3:37])[C:28]2=[N:29][CH:30]=[CH:31][CH:32]=[C:27]2[CH2:26]1)=[O:24])(=[O:15])[C:9]1[CH:14]=[CH:13][CH:12]=[CH:11][CH:10]=1, predict the reaction product. The product is: [C:8]([C:16]1[CH:21]=[CH:20][CH:19]=[CH:18][C:17]=1[NH:22][C:23]([C@@H:25]1[N:33]([C:34](=[O:53])[C@@H:35]([NH:39][C:40](=[O:52])[C@@H:41]([NH:43][CH3:44])[CH3:42])[CH:36]([CH3:38])[CH3:37])[C:28]2=[N:29][CH:30]=[CH:31][CH:32]=[C:27]2[CH2:26]1)=[O:24])(=[O:15])[C:9]1[CH:14]=[CH:13][CH:12]=[CH:11][CH:10]=1. (3) Given the reactants [CH3:1][N:2]1[CH:6]=[C:5]([C:7]2[CH:12]=[CH:11][C:10]([NH:13][CH:14]=O)=[C:9]([O:16][CH3:17])[CH:8]=2)[C:4]([CH3:18])=[N:3]1.CS(C1[N:24]=[CH:25][C:26]2[CH:32]=[CH:31][N:30]=[C:29]([NH:33][CH2:34][C:35]([CH3:38])([CH3:37])[CH3:36])[C:27]=2[N:28]=1)(=O)=O, predict the reaction product. The product is: [CH3:1][N:2]1[CH:6]=[C:5]([C:7]2[CH:12]=[CH:11][C:10]([NH:13][C:14]3[N:24]=[CH:25][C:26]4[CH:32]=[CH:31][N:30]=[C:29]([NH:33][CH2:34][C:35]([CH3:38])([CH3:37])[CH3:36])[C:27]=4[N:28]=3)=[C:9]([O:16][CH3:17])[CH:8]=2)[C:4]([CH3:18])=[N:3]1. (4) The product is: [Cl:1][C:2]1[CH:7]=[C:6]([F:8])[C:5]([F:9])=[CH:4][C:3]=1[CH:10]=[O:11]. Given the reactants [Cl:1][C:2]1[CH:7]=[C:6]([F:8])[C:5]([F:9])=[CH:4][C:3]=1[CH2:10][OH:11].CC(OI1(OC(C)=O)(OC(C)=O)OC(=O)C2C=CC=CC1=2)=O.C(=O)([O-])[O-].[K+].[K+], predict the reaction product. (5) Given the reactants [CH:1]1([C:4]2[N:5]=[CH:6][C:7]([C:15]([OH:17])=O)=[N:8][C:9]=2[O:10][CH2:11][CH:12]2[CH2:14][CH2:13]2)[CH2:3][CH2:2]1.[NH2:18][C:19]([CH3:24])([CH2:22][CH3:23])[CH2:20][OH:21], predict the reaction product. The product is: [OH:21][CH2:20][C:19]([NH:18][C:15]([C:7]1[CH:6]=[N:5][C:4]([CH:1]2[CH2:2][CH2:3]2)=[C:9]([O:10][CH2:11][CH:12]2[CH2:13][CH2:14]2)[N:8]=1)=[O:17])([CH3:24])[CH2:22][CH3:23].